The task is: Predict the reactants needed to synthesize the given product.. This data is from Full USPTO retrosynthesis dataset with 1.9M reactions from patents (1976-2016). (1) The reactants are: C([Mg]Cl)(C)C.Cl[CH2:7][CH2:8][CH2:9][OH:10].[Mg].[N:12]1[CH:17]=[CH:16][CH:15]=[CH:14][C:13]=1[CH:18]=[O:19]. Given the product [N:12]1[CH:17]=[CH:16][CH:15]=[CH:14][C:13]=1[CH:18]([OH:19])[CH2:7][CH2:8][CH2:9][OH:10], predict the reactants needed to synthesize it. (2) Given the product [CH2:32]([O:39][CH:40]([O:43][C:44]1[CH:51]=[CH:50][C:47]([CH:48]=[CH2:49])=[CH:46][CH:45]=1)[CH2:41][CH3:42])[C:33]1[CH:34]=[CH:35][CH:36]=[CH:37][CH:38]=1.[OH:9][C:6]1[CH:7]=[CH:8][C:3]([CH:2]=[CH2:1])=[CH:4][CH:5]=1, predict the reactants needed to synthesize it. The reactants are: [CH:1]#[C:2][C:3]1[CH:8]=[CH:7][C:6]([OH:9])=[CH:5][CH:4]=1.C1(C)C=CC(S(O)(=O)=O)=CC=1.C(OCC1C=CC=CC=1)=CC.[CH2:32]([O:39][CH:40]([O:43][C:44]1[CH:51]=[CH:50][C:47]([CH:48]=[CH2:49])=[CH:46][CH:45]=1)[CH2:41][CH3:42])[C:33]1[CH:38]=[CH:37][CH:36]=[CH:35][CH:34]=1.OC1C=CC(C=C)=CC=1.